The task is: Predict which catalyst facilitates the given reaction.. This data is from Catalyst prediction with 721,799 reactions and 888 catalyst types from USPTO. (1) Reactant: [CH2:1]([O:3][C:4](=[O:20])[C@@H:5]([O:18][CH3:19])[CH2:6][C:7]1[CH:12]=[CH:11][C:10]([O:13][CH2:14][CH2:15][CH2:16][OH:17])=[CH:9][CH:8]=1)[CH3:2].[C:21]([Si:25]([CH3:41])([CH3:40])[O:26][C:27]1[CH:32]=[CH:31][C:30]([C:33]2[CH:38]=[CH:37][C:36](O)=[CH:35][CH:34]=2)=[CH:29][CH:28]=1)([CH3:24])([CH3:23])[CH3:22].CC(OC(/N=N/C(OC(C)C)=O)=O)C. Product: [CH2:1]([O:3][C:4](=[O:20])[CH:5]([O:18][CH3:19])[CH2:6][C:7]1[CH:12]=[CH:11][C:10]([O:13][CH2:14][CH2:15][CH2:16][O:17][C:36]2[CH:35]=[CH:34][C:33]([C:30]3[CH:31]=[CH:32][C:27]([O:26][Si:25]([C:21]([CH3:24])([CH3:23])[CH3:22])([CH3:40])[CH3:41])=[CH:28][CH:29]=3)=[CH:38][CH:37]=2)=[CH:9][CH:8]=1)[CH3:2]. The catalyst class is: 11. (2) Product: [CH:33]1[C:42]2[C:37](=[CH:38][CH:39]=[CH:40][CH:41]=2)[CH:36]=[CH:35][C:34]=1[C:43]([NH:1][C:2]1[CH:3]=[C:4]([N:8]2[C:13](=[O:14])[C:12]([CH2:15][C:16]3[CH:17]=[N:18][CH:19]=[CH:20][CH:21]=3)=[N:11][C:10]3[CH:22]=[CH:23][CH:24]=[N:25][C:9]2=3)[CH:5]=[CH:6][CH:7]=1)=[O:44]. Reactant: [NH2:1][C:2]1[CH:3]=[C:4]([N:8]2[C:13](=[O:14])[C:12]([CH2:15][C:16]3[CH:17]=[N:18][CH:19]=[CH:20][CH:21]=3)=[N:11][C:10]3[CH:22]=[CH:23][CH:24]=[N:25][C:9]2=3)[CH:5]=[CH:6][CH:7]=1.C(N(CC)CC)C.[CH:33]1[C:42]2[C:37](=[CH:38][CH:39]=[CH:40][CH:41]=2)[CH:36]=[CH:35][C:34]=1[C:43](Cl)=[O:44].C(=O)(O)[O-].[Na+]. The catalyst class is: 96. (3) Reactant: [CH3:1][C:2]1[C:3]([CH2:14][S:15]([C:17]2[NH:18][C:19]3[CH:25]=[CH:24][CH:23]=[CH:22][C:20]=3[N:21]=2)=[O:16])=[N:4][CH:5]=[CH:6][C:7]=1[O:8][CH2:9][C:10]([F:13])([F:12])[F:11].[C:26](=[O:35])([O:31][CH:32]([CH3:34])[CH3:33])[O:27][CH:28](I)[CH3:29].C(=O)([O-])[O-].[Cs+].[Cs+]. Product: [C:26](=[O:35])([O:27][CH:28]([N:21]1[C:20]2[CH:22]=[CH:23][CH:24]=[CH:25][C:19]=2[N:18]=[C:17]1[S:15]([CH2:14][C:3]1[C:2]([CH3:1])=[C:7]([O:8][CH2:9][C:10]([F:13])([F:11])[F:12])[CH:6]=[CH:5][N:4]=1)=[O:16])[CH3:29])[O:31][CH:32]([CH3:34])[CH3:33]. The catalyst class is: 21.